Dataset: Reaction yield outcomes from USPTO patents with 853,638 reactions. Task: Predict the reaction yield, written as a fraction of the theoretical maximum amount of product (1.0 means a 100% yield; for example, 0.34 means a 34% yield). (1) The reactants are [C:1]1([C:7]2[CH:16]=[C:15]([O:17][C@H:18]3[CH2:22][N:21](C(OC(C)(C)C)=O)[C@H:20]([C:30]([O:32][CH2:33][CH2:34][Si:35]([CH3:38])([CH3:37])[CH3:36])=[O:31])[CH2:19]3)[C:14]3[C:9](=[CH:10][CH:11]=[C:12]([CH:39]=[CH2:40])[CH:13]=3)[N:8]=2)[CH:6]=[CH:5][CH:4]=[CH:3][CH:2]=1.Cl.O1CCOCC1.[CH2:48]([O:51][C:52]([NH:54][C@H:55]([C:60](O)=[O:61])[CH2:56][CH2:57][CH2:58][CH3:59])=[O:53])[CH:49]=[CH2:50].CCN(C(C)C)C(C)C.CN(C(ON1N=NC2C=CC=CC1=2)=[N+](C)C)C.[B-](F)(F)(F)F. No catalyst specified. The product is [CH2:48]([O:51][C:52]([NH:54][C@H:55]([C:60]([N:21]1[CH2:22][C@H:18]([O:17][C:15]2[C:14]3[C:9](=[CH:10][CH:11]=[C:12]([CH:39]=[CH2:40])[CH:13]=3)[N:8]=[C:7]([C:1]3[CH:6]=[CH:5][CH:4]=[CH:3][CH:2]=3)[CH:16]=2)[CH2:19][C@H:20]1[C:30]([O:32][CH2:33][CH2:34][Si:35]([CH3:38])([CH3:37])[CH3:36])=[O:31])=[O:61])[CH2:56][CH2:57][CH2:58][CH3:59])=[O:53])[CH:49]=[CH2:50]. The yield is 0.950. (2) The catalyst is C1C=CC([P]([Pd]([P](C2C=CC=CC=2)(C2C=CC=CC=2)C2C=CC=CC=2)([P](C2C=CC=CC=2)(C2C=CC=CC=2)C2C=CC=CC=2)[P](C2C=CC=CC=2)(C2C=CC=CC=2)C2C=CC=CC=2)(C2C=CC=CC=2)C2C=CC=CC=2)=CC=1. The reactants are CC(C)[C@H:3]([NH:33][C:34](=[O:37])[O:35][CH3:36])[C:4](=[O:32])[N:5]1[CH2:9][CH2:8][CH2:7][C@H:6]1[C:10]1[NH:14][C:13]2[C:15]3[C:20]([CH:21]=[CH:22][C:12]=2[N:11]=1)=[CH:19][C:18](B1OC(C)(C)C(C)(C)O1)=[CH:17][CH:16]=3.Br[C:40]1[CH:41]=[C:42]2[C:47](=[CH:48][CH:49]=1)[CH:46]=[C:45]([C:50]1[NH:54][C:53]([C@@H:55]3[CH2:59][CH2:58][CH2:57][N:56]3[C:60]([O:62][C:63]([CH3:66])([CH3:65])[CH3:64])=[O:61])=[N:52][CH:51]=1)[CH:44]=[CH:43]2.[C:67]([O-])([O-])=O.[K+].[K+].CO[CH2:75][CH2:76]OC. The product is [CH3:36][O:35][C:34]([NH:33][C@@H:3]([CH:75]([CH3:76])[CH3:67])[C:4]([N:5]1[CH2:9][CH2:8][CH2:7][C@H:6]1[C:10]1[NH:14][C:13]2[C:15]3[C:20]([CH:21]=[CH:22][C:12]=2[N:11]=1)=[CH:19][C:18]([C:40]1[CH:41]=[C:42]2[C:47](=[CH:48][CH:49]=1)[CH:46]=[C:45]([C:50]1[NH:54][C:53]([C@@H:55]4[CH2:59][CH2:58][CH2:57][N:56]4[C:60]([O:62][C:63]([CH3:66])([CH3:65])[CH3:64])=[O:61])=[N:52][CH:51]=1)[CH:44]=[CH:43]2)=[CH:17][CH:16]=3)=[O:32])=[O:37]. The yield is 0.520. (3) The product is [CH2:17]([N:20]1[C:10]2[CH2:9][CH:8]([C:12]([O:14][CH3:15])=[O:13])[CH2:7][C:6](=[O:16])[C:5]=2[N:4]=[C:1]1[CH3:2])[CH:18]=[CH2:19]. The catalyst is C1(C)C=CC=CC=1.C(O)(=O)C. The reactants are [C:1]([NH:4][C:5]1[C:10](=O)[CH2:9][CH:8]([C:12]([O:14][CH3:15])=[O:13])[CH2:7][C:6]=1[OH:16])(=O)[CH3:2].[CH2:17]([NH2:20])[CH:18]=[CH2:19].OCCN(C)C(C1C2CCC3(NC=2C2N=C(C)N(C)C=2C=1)CC1C(=CC=CC=1)C3)=O. The yield is 0.600. (4) The reactants are [Br:1][C:2]1[CH:3]=[C:4]([CH:9]=[C:10]([NH:12][CH:13]2[CH2:17][CH2:16][CH2:15][CH2:14]2)[CH:11]=1)[C:5]([O:7][CH3:8])=[O:6].[C:18](=O)([O-])[O-].[Cs+].[Cs+].[CH2:24](I)[CH3:25]. The catalyst is CN(C=O)C. The product is [Br:1][C:2]1[CH:11]=[C:10]([N:12]([CH:13]2[CH2:17][CH2:16][CH2:15][CH2:14]2)[CH2:24][CH3:25])[C:9]([CH3:18])=[C:4]([CH:3]=1)[C:5]([O:7][CH3:8])=[O:6]. The yield is 0.460. (5) The reactants are Cl.[CH3:2][S:3]([NH:6][C:7]1[CH:15]=[C:14]2[C:10]([CH:11]=[C:12]([C:16]([OH:18])=O)[NH:13]2)=[CH:9][CH:8]=1)(=[O:5])=[O:4].[CH2:19]([O:23][C:24]1[CH:25]=[C:26]([CH:28]=[C:29]([S:31]([C:34]2[CH:39]=[CH:38][CH:37]=[C:36]([O:40][C:41]([F:44])([F:43])[F:42])[CH:35]=2)(=[O:33])=[O:32])[CH:30]=1)[NH2:27])[CH:20]([CH3:22])[CH3:21].CN(C(ON1N=NC2C=CC=NC1=2)=[N+](C)C)C.F[P-](F)(F)(F)(F)F.CCN(C(C)C)C(C)C. The catalyst is CN(C=O)C. The product is [CH2:19]([O:23][C:24]1[CH:25]=[C:26]([NH:27][C:16]([C:12]2[NH:13][C:14]3[C:10]([CH:11]=2)=[CH:9][CH:8]=[C:7]([NH:6][S:3]([CH3:2])(=[O:4])=[O:5])[CH:15]=3)=[O:18])[CH:28]=[C:29]([S:31]([C:34]2[CH:39]=[CH:38][CH:37]=[C:36]([O:40][C:41]([F:42])([F:43])[F:44])[CH:35]=2)(=[O:33])=[O:32])[CH:30]=1)[CH:20]([CH3:22])[CH3:21]. The yield is 0.0700. (6) The reactants are C1CO[C:8]23OCC[O:12][C:3]2([C@:4]2([CH2:27][CH2:26][C@H:25]4[C@@H:15](/[C:16](=[N:28]/[O:29][CH3:30])/[CH2:17][CH:18]5[C@:23]4([CH3:24])[CH2:22][CH2:21][CH2:20][CH2:19]5)[C@@H:6]2[CH2:7]3)[CH3:5])O1.C([C@@H]1C2[C@](C)(CCC(=[O:51])C2)[C@@H]2[C@H]([C@H]3[C@@](CC2)(C)C(=O)CC3)C1)#N. No catalyst specified. The product is [CH3:30][O:29]/[N:28]=[C:16]1/[C@@H:15]2[C@@H:25]([C@:23]3([CH3:24])[CH:18]([CH2:17]/1)[CH2:19][C:20](=[O:51])[CH2:21][CH2:22]3)[CH2:26][CH2:27][C@@:4]1([CH3:5])[C@H:6]2[CH2:7][CH2:8][C:3]1=[O:12]. The yield is 0.550. (7) The reactants are [NH2:1][C:2]1[C:7]([N+:8]([O-])=O)=[C:6]([NH:11][C@@H:12]2[C@@H:17]3[CH2:18][C@@H:14]([CH:15]=[CH:16]3)[C@@H:13]2[C:19]([NH2:21])=[O:20])[C:5]([Cl:22])=[CH:4][N:3]=1. The catalyst is O1CCCC1.C(O)(=O)C.O.[Fe]. The product is [NH2:1][C:2]1[C:7]([NH2:8])=[C:6]([NH:11][C@@H:12]2[C@@H:17]3[CH2:18][C@@H:14]([CH:15]=[CH:16]3)[C@@H:13]2[C:19]([NH2:21])=[O:20])[C:5]([Cl:22])=[CH:4][N:3]=1. The yield is 0.800. (8) The reactants are [CH2:1]([O:3][C:4]([C:6]1[NH:7][CH:8]=[C:9]2[CH:18]([C:19]3[O:20][C:21]([S:24][C:25]4[NH:29][C:28]5[CH:30]=[CH:31][C:32]([O:34][Si](C(C)(C)C)(C)C)=[CH:33][C:27]=5[N:26]=4)=[CH:22][CH:23]=3)[C:17]3[C:16](=[O:42])[CH2:15][N:14]([O:43][C:44]([CH3:47])([CH3:46])[CH3:45])[CH2:13][C:12]=3[NH:11][C:10]=12)=[O:5])[CH3:2].CCCC[N+](CCCC)(CCCC)CCCC.[F-]. The catalyst is O1CCCC1. The product is [CH2:1]([O:3][C:4]([C:6]1[NH:7][CH:8]=[C:9]2[CH:18]([C:19]3[O:20][C:21]([S:24][C:25]4[NH:29][C:28]5[CH:30]=[CH:31][C:32]([OH:34])=[CH:33][C:27]=5[N:26]=4)=[CH:22][CH:23]=3)[C:17]3[C:16](=[O:42])[CH2:15][N:14]([O:43][C:44]([CH3:45])([CH3:47])[CH3:46])[CH2:13][C:12]=3[NH:11][C:10]=12)=[O:5])[CH3:2]. The yield is 0.640. (9) The reactants are [OH:1][CH:2]([CH2:24][N:25]1[CH2:30][CH2:29][CH2:28][CH2:27][CH2:26]1)[CH2:3][O:4][C:5]1[CH:14]=[C:13]2[C:8]([C:9]([C:16]3[CH:21]=[CH:20][C:19]([O:22][CH3:23])=[CH:18][CH:17]=3)=[CH:10][N+:11]([CH3:15])=[CH:12]2)=[CH:7][CH:6]=1.OCCCOC1C=C2C(C(C3C=CC(OC)=CC=3)=C[N+](C)=C2)=CC=1. No catalyst specified. The product is [CH3:23][O:22][C:19]1[CH:20]=[CH:21][C:16]([CH:9]2[C:8]3[C:13](=[CH:14][C:5]([O:4][CH2:3][CH:2]([OH:1])[CH2:24][N:25]4[CH2:30][CH2:29][CH2:28][CH2:27][CH2:26]4)=[CH:6][CH:7]=3)[CH2:12][N:11]([CH3:15])[CH2:10]2)=[CH:17][CH:18]=1. The yield is 0.860.